Dataset: Catalyst prediction with 721,799 reactions and 888 catalyst types from USPTO. Task: Predict which catalyst facilitates the given reaction. (1) Reactant: [Si]([O:8][CH2:9][C:10]1([C:33]2[CH:38]=[CH:37][CH:36]=[CH:35][CH:34]=2)[CH:14]=[C:13]([C:15]2[CH:20]=[C:19]([F:21])[CH:18]=[CH:17][C:16]=2[F:22])[CH2:12][N:11]1[C:23]([N:25]([CH3:32])[CH:26]1[CH2:31][CH2:30][NH:29][CH2:28][CH2:27]1)=[O:24])(C(C)(C)C)(C)C.FC(F)(F)S(O[CH2:45][CH:46]([F:48])[F:47])(=O)=O.C(N(CC)CC)C. Product: [F:48][CH:46]([F:47])[CH2:45][N:29]1[CH2:30][CH2:31][CH:26]([N:25]([CH3:32])[C:23]([N:11]2[CH2:12][C:13]([C:15]3[CH:20]=[C:19]([F:21])[CH:18]=[CH:17][C:16]=3[F:22])=[CH:14][C:10]2([CH2:9][OH:8])[C:33]2[CH:38]=[CH:37][CH:36]=[CH:35][CH:34]=2)=[O:24])[CH2:27][CH2:28]1. The catalyst class is: 1. (2) Reactant: C(OC([N:8]1[CH2:12][CH2:11][C@H:10]([C:13](=[O:40])[NH:14][C@:15]2([C:20]([NH:22][S:23]([C:26]3[CH:31]=[CH:30][CH:29]=[C:28]([O:32][CH2:33][C:34]4[CH:39]=[CH:38][CH:37]=[CH:36][CH:35]=4)[CH:27]=3)(=[O:25])=[O:24])=[O:21])[CH2:17][C@H:16]2[CH:18]=[CH2:19])[CH2:9]1)=O)(C)(C)C.[ClH:41]. Product: [ClH:41].[CH2:33]([O:32][C:28]1[CH:27]=[C:26]([S:23]([NH:22][C:20]([C@@:15]2([NH:14][C:13]([C@H:10]3[CH2:11][CH2:12][NH:8][CH2:9]3)=[O:40])[CH2:17][C@H:16]2[CH:18]=[CH2:19])=[O:21])(=[O:25])=[O:24])[CH:31]=[CH:30][CH:29]=1)[C:34]1[CH:35]=[CH:36][CH:37]=[CH:38][CH:39]=1. The catalyst class is: 12.